Task: Regression/Classification. Given a drug SMILES string, predict its toxicity properties. Task type varies by dataset: regression for continuous values (e.g., LD50, hERG inhibition percentage) or binary classification for toxic/non-toxic outcomes (e.g., AMES mutagenicity, cardiotoxicity, hepatotoxicity). Dataset: herg_karim.. Dataset: hERG potassium channel inhibition data for cardiac toxicity prediction from Karim et al. The compound is CC(C)N1CCN(C(=O)N2CCC3(CCN(C4CCOCC4)CC3)C2)CC1. The result is 0 (non-blocker).